From a dataset of Full USPTO retrosynthesis dataset with 1.9M reactions from patents (1976-2016). Predict the reactants needed to synthesize the given product. (1) Given the product [CH2:14]([C:3]1([CH2:1][CH3:2])[C:4]2[CH:13]=[C:12]([N+:21]([O-:23])=[O:22])[CH:11]=[CH:10][C:5]=2[NH:6][C:7](=[O:9])[O:8]1)[CH3:15], predict the reactants needed to synthesize it. The reactants are: [CH2:1]([C:3]1([CH2:14][CH3:15])[O:8][C:7](=[O:9])[NH:6][C:5]2[CH:10]=[CH:11][CH:12]=[CH:13][C:4]1=2)[CH3:2].S(=O)(=O)(O)O.[N+:21]([O-])([OH:23])=[O:22]. (2) Given the product [Cl:9][C:10]1[CH:11]=[CH:12][C:13]([C:18]2[O:22][C:21]([C:23]3[CH:24]=[C:25]([CH:28]=[CH:29][CH:30]=3)[C:26]#[N:27])=[CH:20][CH:19]=2)=[N:14][CH:15]=1, predict the reactants needed to synthesize it. The reactants are: C[Sn](C)C.C[Sn](C)C.[Cl:9][C:10]1[CH:11]=[CH:12][C:13](Br)=[N:14][CH:15]=1.Br[C:18]1[O:22][C:21]([C:23]2[CH:24]=[C:25]([CH:28]=[CH:29][CH:30]=2)[C:26]#[N:27])=[CH:20][CH:19]=1. (3) Given the product [CH3:13][C:5]1[C:4]2[CH:3]=[C:2]([O:1][CH2:19][CH2:18][CH2:17][CH2:16][CH:15]=[CH2:14])[CH:11]=[CH:10][C:9]=2[O:8][C:7](=[O:12])[CH:6]=1, predict the reactants needed to synthesize it. The reactants are: [OH:1][C:2]1[CH:3]=[C:4]2[C:9](=[CH:10][CH:11]=1)[O:8][C:7](=[O:12])[CH:6]=[C:5]2[CH3:13].[CH2:14](O)[CH2:15][CH2:16][CH2:17][CH:18]=[CH2:19]. (4) Given the product [Cl:1][C:2]1[CH:10]=[CH:9][C:5]([C:6]([NH2:15])=[O:7])=[CH:4][N:3]=1, predict the reactants needed to synthesize it. The reactants are: [Cl:1][C:2]1[CH:10]=[CH:9][C:5]([C:6](Cl)=[O:7])=[CH:4][N:3]=1.C1CCN2C(=[N:15]CCC2)CC1. (5) Given the product [Br:35][C:29]1[CH:30]=[CH:31][C:32]([O:33][CH3:34])=[C:27]([CH2:26][C:25](=[O:8])[CH3:36])[CH:28]=1, predict the reactants needed to synthesize it. The reactants are: BrC1C(OC)=CC=C(C=1)C=[O:8].[N+](CC)([O-])=O.C(N)CCC.[N+]([C:25]([CH3:36])=[CH:26][C:27]1[CH:28]=[C:29]([Br:35])[CH:30]=[CH:31][C:32]=1[O:33][CH3:34])([O-])=O.Cl. (6) Given the product [Cl:15][C:16]1[CH:21]=[CH:20][C:19]([CH2:22][O:1][C:2]2[N:6]([C:7]3[CH:12]=[C:11]([C:13]#[N:14])[CH:10]=[CH:9][N:8]=3)[N:5]=[CH:4][CH:3]=2)=[C:18]([O:24][CH2:25][C:26]2[CH:27]=[CH:28][CH:29]=[CH:30][CH:31]=2)[CH:17]=1, predict the reactants needed to synthesize it. The reactants are: [OH:1][C:2]1[N:6]([C:7]2[CH:12]=[C:11]([C:13]#[N:14])[CH:10]=[CH:9][N:8]=2)[N:5]=[CH:4][CH:3]=1.[Cl:15][C:16]1[CH:21]=[CH:20][C:19]([CH2:22]O)=[C:18]([O:24][CH2:25][C:26]2[CH:31]=[CH:30][CH:29]=[CH:28][CH:27]=2)[CH:17]=1.